Task: Predict the reaction yield, written as a fraction of the theoretical maximum amount of product (1.0 means a 100% yield; for example, 0.34 means a 34% yield).. Dataset: Reaction yield outcomes from USPTO patents with 853,638 reactions (1) The reactants are [CH3:1][O:2][C:3]1[C:4]2[C:15]([C:16]3[CH:21]=[CH:20][CH:19]=[CH:18][CH:17]=3)=[C:14]([C:22]3[CH:27]=[CH:26][C:25]([C:28]4([NH:32][C:33](=[O:39])[O:34][C:35]([CH3:38])([CH3:37])[CH3:36])[CH2:31][CH2:30][CH2:29]4)=[CH:24][CH:23]=3)[O:13][C:5]=2[N:6]=[C:7](S(C)(=O)=O)[N:8]=1.[NH:40]1[CH:44]=[CH:43][N:42]=[CH:41]1. The catalyst is FC(F)(F)C1C=CC=CC=1.C(Cl)Cl. The product is [N:40]1([C:7]2[N:8]=[C:3]([O:2][CH3:1])[C:4]3[C:15]([C:16]4[CH:21]=[CH:20][CH:19]=[CH:18][CH:17]=4)=[C:14]([C:22]4[CH:27]=[CH:26][C:25]([C:28]5([NH:32][C:33](=[O:39])[O:34][C:35]([CH3:38])([CH3:37])[CH3:36])[CH2:31][CH2:30][CH2:29]5)=[CH:24][CH:23]=4)[O:13][C:5]=3[N:6]=2)[CH:44]=[CH:43][N:42]=[CH:41]1. The yield is 0.760. (2) The yield is 0.990. The reactants are [CH2:1]([O:8][C:9](=[O:34])[NH:10][CH2:11][CH2:12][C:13]#[C:14][C:15]1[CH:20]=[CH:19][C:18]([NH:21][C:22](=[O:33])[CH2:23][CH2:24][NH:25][C:26]([O:28][C:29]([CH3:32])([CH3:31])[CH3:30])=[O:27])=[CH:17][CH:16]=1)[C:2]1[CH:7]=[CH:6][CH:5]=[CH:4][CH:3]=1. The product is [CH2:1]([O:8][C:9](=[O:34])[NH:10][CH2:11][CH2:12][CH2:13][CH2:14][C:15]1[CH:16]=[CH:17][C:18]([NH:21][C:22](=[O:33])[CH2:23][CH2:24][NH:25][C:26]([O:28][C:29]([CH3:30])([CH3:31])[CH3:32])=[O:27])=[CH:19][CH:20]=1)[C:2]1[CH:7]=[CH:6][CH:5]=[CH:4][CH:3]=1. The catalyst is [Pd].COCCOC. (3) The reactants are [Cl:1][C:2]1[C:3]([O:10][CH:11]([CH3:13])[CH3:12])=[C:4]([CH2:8][OH:9])[CH:5]=[CH:6][CH:7]=1. The catalyst is C1C=CC=CC=1.O=[Mn]=O. The product is [Cl:1][C:2]1[C:3]([O:10][CH:11]([CH3:13])[CH3:12])=[C:4]([CH:5]=[CH:6][CH:7]=1)[CH:8]=[O:9]. The yield is 0.310. (4) The reactants are N1C=CN=C1.[Br:6][C:7]1[C:8]([CH2:26][OH:27])=[C:9]([N:13]2[CH:17]=[CH:16][N:15]([C:18]3[CH:23]=[CH:22][C:21]([CH3:24])=[CH:20][CH:19]=3)[C:14]2=[O:25])[CH:10]=[CH:11][CH:12]=1.[CH3:28][C:29]([Si:32](Cl)([CH3:34])[CH3:33])([CH3:31])[CH3:30]. The catalyst is ClCCl.O. The product is [Br:6][C:7]1[C:8]([CH2:26][O:27][Si:32]([C:29]([CH3:31])([CH3:30])[CH3:28])([CH3:34])[CH3:33])=[C:9]([N:13]2[CH:17]=[CH:16][N:15]([C:18]3[CH:23]=[CH:22][C:21]([CH3:24])=[CH:20][CH:19]=3)[C:14]2=[O:25])[CH:10]=[CH:11][CH:12]=1. The yield is 0.510. (5) The yield is 0.480. The product is [OH:7][CH2:6][C:5]1[CH:4]=[C:3]([CH:11]=[CH:10][CH:9]=1)[C:1]#[N:2]. The reactants are [C:1]([C:3]1[CH:4]=[C:5]([CH:9]=[CH:10][CH:11]=1)[C:6](O)=[O:7])#[N:2].B.C1COCC1. The catalyst is C1COCC1.